From a dataset of Full USPTO retrosynthesis dataset with 1.9M reactions from patents (1976-2016). Predict the reactants needed to synthesize the given product. (1) Given the product [F:1][C:2]1[CH:7]=[CH:6][C:5]([C:8]2[NH:9][CH:10]=[C:11]([C:19]3[CH2:20][CH2:21][N:22]4[C@H:26]([CH:27]=3)[CH2:25][C@@H:24]([C:28]3[CH:29]=[CH:30][C:31]([OH:34])=[CH:32][CH:33]=3)[CH2:23]4)[C:12]=2[C:13]2[CH:14]=[CH:15][N:16]=[CH:17][CH:18]=2)=[CH:4][CH:3]=1, predict the reactants needed to synthesize it. The reactants are: [F:1][C:2]1[CH:7]=[CH:6][C:5]([C:8]2[NH:9][CH:10]=[C:11]([C:19]3[CH2:20][CH2:21][N:22]4[C@H:26]([CH:27]=3)[CH2:25][C@@H:24]([C:28]3[CH:33]=[CH:32][C:31]([O:34]C)=[CH:30][CH:29]=3)[CH2:23]4)[C:12]=2[C:13]2[CH:18]=[CH:17][N:16]=[CH:15][CH:14]=2)=[CH:4][CH:3]=1.B(Br)(Br)Br.O. (2) Given the product [C:1]([C:4]1[CH:12]=[C:8]([C:9]([O:11][CH2:17][CH3:18])=[O:10])[C:7]([OH:13])=[CH:6][CH:5]=1)(=[O:3])[CH3:2], predict the reactants needed to synthesize it. The reactants are: [C:1]([C:4]1[CH:12]=[C:8]([C:9]([OH:11])=[O:10])[C:7]([OH:13])=[CH:6][CH:5]=1)(=[O:3])[CH3:2].Cl.CN(C)[CH2:17][CH2:18]CN=C=N.O.ON1C2C=CC=CC=2N=N1.C(O)C. (3) Given the product [F:1][C:2]1[CH:3]=[C:4]([C:19]2[CH:24]=[CH:23][C:22]([C:25]([OH:27])=[O:26])=[CH:21][CH:20]=2)[CH:5]=[CH:6][C:7]=1[NH:8][C:9]1[S:10][C:11]2[CH:17]=[C:16]([F:18])[CH:15]=[CH:14][C:12]=2[N:13]=1, predict the reactants needed to synthesize it. The reactants are: [F:1][C:2]1[CH:3]=[C:4]([C:19]2[CH:24]=[CH:23][C:22]([C:25]([O:27]C)=[O:26])=[CH:21][CH:20]=2)[CH:5]=[CH:6][C:7]=1[NH:8][C:9]1[S:10][C:11]2[CH:17]=[C:16]([F:18])[CH:15]=[CH:14][C:12]=2[N:13]=1.CO.[Li+].[OH-].Cl.